Dataset: Reaction yield outcomes from USPTO patents with 853,638 reactions. Task: Predict the reaction yield, written as a fraction of the theoretical maximum amount of product (1.0 means a 100% yield; for example, 0.34 means a 34% yield). The reactants are [C:1]1([CH:7]([NH:19][C:20]2[CH:25]=[CH:24][CH:23]=[CH:22][CH:21]=2)[C:8]([O:10][C@@H:11]2[CH:16]3[CH2:17][CH2:18][N:13]([CH2:14][CH2:15]3)[CH2:12]2)=[O:9])[CH:6]=[CH:5][CH:4]=[CH:3][CH:2]=1.[Br:26][CH2:27][C:28]([C:30]1[CH:35]=[CH:34][C:33]([F:36])=[CH:32][C:31]=1[F:37])=[O:29]. The catalyst is C(#N)C. The product is [Br-:26].[F:37][C:31]1[CH:32]=[C:33]([F:36])[CH:34]=[CH:35][C:30]=1[C:28](=[O:29])[CH2:27][N+:13]12[CH2:14][CH2:15][CH:16]([CH2:17][CH2:18]1)[C@@H:11]([O:10][C:8](=[O:9])[CH:7]([C:1]1[CH:2]=[CH:3][CH:4]=[CH:5][CH:6]=1)[NH:19][C:20]1[CH:25]=[CH:24][CH:23]=[CH:22][CH:21]=1)[CH2:12]2. The yield is 0.440.